The task is: Predict the product of the given reaction.. This data is from Forward reaction prediction with 1.9M reactions from USPTO patents (1976-2016). (1) Given the reactants [NH2:1][C:2]1[C:7]([C:8]#[N:9])=[C:6]([C:10]2[CH:15]=[CH:14][C:13]([O:16][CH2:17][CH2:18][O:19][CH3:20])=[CH:12][CH:11]=2)[C:5]([C:21]#[N:22])=[C:4]([SH:23])[N:3]=1.C(=O)(O)[O-].[Na+].Cl[CH2:30][C:31]1[N:32]=[C:33]([CH3:36])[S:34][CH:35]=1.O, predict the reaction product. The product is: [NH2:1][C:2]1[C:7]([C:8]#[N:9])=[C:6]([C:10]2[CH:11]=[CH:12][C:13]([O:16][CH2:17][CH2:18][O:19][CH3:20])=[CH:14][CH:15]=2)[C:5]([C:21]#[N:22])=[C:4]([S:23][CH2:30][C:31]2[N:32]=[C:33]([CH3:36])[S:34][CH:35]=2)[N:3]=1. (2) Given the reactants [C:1]([O:5][C:6]([N:8]1[CH2:13][CH2:12][N:11]([C:14](=[O:44])[CH:15]([OH:43])[CH2:16][C:17]2[CH:22]=[CH:21][C:20]([O:23][C:24]3[CH:29]=[CH:28][C:27]([NH:30][C:31](=[O:42])[C:32]4[CH:37]=[CH:36][C:35]([C:38]([F:41])([F:40])[F:39])=[CH:34][CH:33]=4)=[CH:26][N:25]=3)=[CH:19][CH:18]=2)[CH2:10][CH2:9]1)=[O:7])([CH3:4])([CH3:3])[CH3:2].CC(OI1(OC(C)=O)(OC(C)=O)OC(=O)C2C=CC=CC1=2)=O, predict the reaction product. The product is: [C:1]([O:5][C:6]([N:8]1[CH2:13][CH2:12][N:11]([C:14](=[O:44])[C:15](=[O:43])[CH2:16][C:17]2[CH:22]=[CH:21][C:20]([O:23][C:24]3[CH:29]=[CH:28][C:27]([NH:30][C:31](=[O:42])[C:32]4[CH:33]=[CH:34][C:35]([C:38]([F:39])([F:41])[F:40])=[CH:36][CH:37]=4)=[CH:26][N:25]=3)=[CH:19][CH:18]=2)[CH2:10][CH2:9]1)=[O:7])([CH3:4])([CH3:2])[CH3:3]. (3) Given the reactants [OH-].[K+].[CH2:3]([OH:10])[C:4]1[CH:9]=[CH:8][CH:7]=[CH:6][CH:5]=1.Cl[CH2:12][C:13]([OH:15])=[O:14].O, predict the reaction product. The product is: [CH2:3]([O:10][CH2:12][C:13]([OH:15])=[O:14])[C:4]1[CH:9]=[CH:8][CH:7]=[CH:6][CH:5]=1. (4) Given the reactants [I-:1].[I-].[I-].[C:4]([N:11]1[CH2:17][CH2:16][CH2:15][N:14]([C:18]2[CH:19]=[C:20]([CH2:33][CH3:34])[C:21]3[C:30]([CH:31]=2)=[S+:29][C:28]2[C:23](=[C:24]([CH3:32])[CH:25]=[CH:26][CH:27]=2)[N:22]=3)[CH2:13][CH2:12]1)([O:6][C:7]([CH3:10])([CH3:9])[CH3:8])=[O:5].C(N1CCCN(C2C=C(CC)C3C(C=2)=[S+][C:59]2[C:54](=C(C)C=[CH:57][CH:58]=2)[N:53]=3)CC1)(OC(C)(C)C)=O.C(N1CCCN(C2C=C(CC)C3C(C=2)=[S+]C2C(=C(C)C=CC=2)N=3)CC1)(OC(C)(C)C)=O.N1CCCC1, predict the reaction product. The product is: [I-:1].[C:4]([N:11]1[CH2:17][CH2:16][CH2:15][N:14]([C:18]2[CH:19]=[C:20]([CH2:33][CH3:34])[C:21]3[C:30]([CH:31]=2)=[S+:29][C:28]2[C:23](=[C:24]([CH3:32])[CH:25]=[C:26]([N:53]4[CH2:54][CH2:59][CH2:58][CH2:57]4)[CH:27]=2)[N:22]=3)[CH2:13][CH2:12]1)([O:6][C:7]([CH3:10])([CH3:9])[CH3:8])=[O:5]. (5) Given the reactants Cl.[F:2][C:3]([F:14])([F:13])[C:4]1([C:9]([O:11][CH3:12])=[O:10])[CH2:8][CH2:7][NH:6][CH2:5]1.CCN(C(C)C)C(C)C.[Br:24][C:25]1[CH:26]=[N:27][C:28](Cl)=[N:29][CH:30]=1.CCCCCC, predict the reaction product. The product is: [Br:24][C:25]1[CH:26]=[N:27][C:28]([N:6]2[CH2:7][CH2:8][C:4]([C:3]([F:2])([F:13])[F:14])([C:9]([O:11][CH3:12])=[O:10])[CH2:5]2)=[N:29][CH:30]=1. (6) Given the reactants [C:1]([N:3]([CH2:21][C:22]1[CH:27]=[CH:26][C:25]([C:28]2[N:29]=[C:30]([CH:33]3[CH2:35][CH2:34]3)[O:31][CH:32]=2)=[CH:24][CH:23]=1)[CH2:4][CH2:5][C:6]1[CH:20]=[CH:19][C:9]([O:10][C:11]([CH3:18])([CH3:17])[C:12]([O:14][CH2:15][CH3:16])=[O:13])=[CH:8][CH:7]=1)#[N:2].Cl.[NH2:37][OH:38].C([O-])(=O)C.[Na+], predict the reaction product. The product is: [NH2:2]/[C:1](/[N:3]([CH2:21][C:22]1[CH:27]=[CH:26][C:25]([C:28]2[N:29]=[C:30]([CH:33]3[CH2:34][CH2:35]3)[O:31][CH:32]=2)=[CH:24][CH:23]=1)[CH2:4][CH2:5][C:6]1[CH:20]=[CH:19][C:9]([O:10][C:11]([CH3:17])([CH3:18])[C:12]([O:14][CH2:15][CH3:16])=[O:13])=[CH:8][CH:7]=1)=[N:37]\[OH:38].